Dataset: Peptide-MHC class II binding affinity with 134,281 pairs from IEDB. Task: Regression. Given a peptide amino acid sequence and an MHC pseudo amino acid sequence, predict their binding affinity value. This is MHC class II binding data. The peptide sequence is YASFEAQGALANIAVDKA. The MHC is H-2-IAb with pseudo-sequence H-2-IAb. The binding affinity (normalized) is 0.993.